This data is from Peptide-MHC class I binding affinity with 185,985 pairs from IEDB/IMGT. The task is: Regression. Given a peptide amino acid sequence and an MHC pseudo amino acid sequence, predict their binding affinity value. This is MHC class I binding data. (1) The peptide sequence is KAIIDTAQF. The MHC is HLA-A03:01 with pseudo-sequence HLA-A03:01. The binding affinity (normalized) is 0.0847. (2) The peptide sequence is PPGYALLRC. The MHC is Mamu-A2201 with pseudo-sequence Mamu-A2201. The binding affinity (normalized) is 0. (3) The peptide sequence is DTSNTGRAEL. The MHC is HLA-A01:01 with pseudo-sequence HLA-A01:01. The binding affinity (normalized) is 0. (4) The peptide sequence is AMAGSIDLL. The MHC is HLA-E01:03 with pseudo-sequence HLA-E01:03. The binding affinity (normalized) is 0.0356. (5) The MHC is HLA-B44:02 with pseudo-sequence HLA-B44:02. The binding affinity (normalized) is 0.0847. The peptide sequence is STHMENILK. (6) The peptide sequence is QELKNSAVSL. The MHC is HLA-B40:02 with pseudo-sequence HLA-B40:02. The binding affinity (normalized) is 0.610. (7) The binding affinity (normalized) is 0.255. The peptide sequence is NISFKSINK. The MHC is HLA-A33:01 with pseudo-sequence HLA-A33:01. (8) The peptide sequence is GSVFLVGQL. The MHC is Patr-B0101 with pseudo-sequence Patr-B0101. The binding affinity (normalized) is 0.108. (9) The peptide sequence is VNPTLEEMLT. The MHC is Mamu-A02 with pseudo-sequence Mamu-A02. The binding affinity (normalized) is 0. (10) The peptide sequence is SSVSVLMKEH. The MHC is HLA-A31:01 with pseudo-sequence HLA-A31:01. The binding affinity (normalized) is 0.134.